The task is: Regression. Given two drug SMILES strings and cell line genomic features, predict the synergy score measuring deviation from expected non-interaction effect.. This data is from NCI-60 drug combinations with 297,098 pairs across 59 cell lines. Drug 1: C1=CN(C(=O)N=C1N)C2C(C(C(O2)CO)O)O.Cl. Drug 2: CC1=C(N=C(N=C1N)C(CC(=O)N)NCC(C(=O)N)N)C(=O)NC(C(C2=CN=CN2)OC3C(C(C(C(O3)CO)O)O)OC4C(C(C(C(O4)CO)O)OC(=O)N)O)C(=O)NC(C)C(C(C)C(=O)NC(C(C)O)C(=O)NCCC5=NC(=CS5)C6=NC(=CS6)C(=O)NCCC[S+](C)C)O. Cell line: RPMI-8226. Synergy scores: CSS=11.9, Synergy_ZIP=-4.56, Synergy_Bliss=-3.47, Synergy_Loewe=-5.01, Synergy_HSA=-4.88.